Dataset: Full USPTO retrosynthesis dataset with 1.9M reactions from patents (1976-2016). Task: Predict the reactants needed to synthesize the given product. (1) Given the product [F:30][C:24]1[CH:25]=[CH:26][CH:27]=[C:28]([F:29])[C:23]=1[NH:22][C:20](=[O:21])[C:19]1[CH:31]=[CH:32][CH:33]=[C:17]([C:9]2[N:10]=[C:11]3[CH:16]=[CH:15][CH:14]=[CH:13][N:12]3[C:8]=2[C:6]2[CH:5]=[CH:4][N:3]=[C:2]([NH:39][C:38]3[CH:40]=[CH:41][C:42]([N:44]4[CH2:49][CH2:48][CH:47]([N:50]5[CH2:55][CH2:54][N:53]([S:56]([CH3:59])(=[O:58])=[O:57])[CH2:52][CH2:51]5)[CH2:46][CH2:45]4)=[CH:43][C:37]=3[O:36][CH2:34][CH3:35])[N:7]=2)[CH:18]=1, predict the reactants needed to synthesize it. The reactants are: Cl[C:2]1[N:7]=[C:6]([C:8]2[N:12]3[CH:13]=[CH:14][CH:15]=[CH:16][C:11]3=[N:10][C:9]=2[C:17]2[CH:18]=[C:19]([CH:31]=[CH:32][CH:33]=2)[C:20]([NH:22][C:23]2[C:28]([F:29])=[CH:27][CH:26]=[CH:25][C:24]=2[F:30])=[O:21])[CH:5]=[CH:4][N:3]=1.[CH2:34]([O:36][C:37]1[CH:43]=[C:42]([N:44]2[CH2:49][CH2:48][CH:47]([N:50]3[CH2:55][CH2:54][N:53]([S:56]([CH3:59])(=[O:58])=[O:57])[CH2:52][CH2:51]3)[CH2:46][CH2:45]2)[CH:41]=[CH:40][C:38]=1[NH2:39])[CH3:35].C1(C)C=CC(S(O)(=O)=O)=CC=1. (2) Given the product [F:1][C:2]1[CH:7]=[C:6]([C:21]2[S:22][C:23]([N:26]([C:27]([O:29][C:30]([CH3:33])([CH3:32])[CH3:31])=[O:28])[C:34]([O:36][C:37]([CH3:38])([CH3:39])[CH3:40])=[O:35])=[CH:24][N:25]=2)[CH:5]=[N:4][CH:3]=1, predict the reactants needed to synthesize it. The reactants are: [F:1][C:2]1[C:3](B(O)O)=[N:4][CH:5]=[CH:6][CH:7]=1.C(O)C.C([O-])([O-])=O.[K+].[K+].Br[C:21]1[S:22][C:23]([N:26]([C:34]([O:36][C:37]([CH3:40])([CH3:39])[CH3:38])=[O:35])[C:27]([O:29][C:30]([CH3:33])([CH3:32])[CH3:31])=[O:28])=[CH:24][N:25]=1. (3) Given the product [Cl:20][C:14]1[N:13]=[CH:12][C:11]([CH2:16][O:17][C:2]2[S:6][N:5]=[C:4]([S:7][CH3:8])[N:3]=2)=[CH:10][CH:15]=1, predict the reactants needed to synthesize it. The reactants are: Cl[C:2]1[S:6][N:5]=[C:4]([S:7][CH3:8])[N:3]=1.Cl[C:10]1[CH:15]=[CH:14][N:13]=[CH:12][C:11]=1[CH2:16][OH:17].[H-].[Na+].[Cl-:20].[NH4+].